From a dataset of Forward reaction prediction with 1.9M reactions from USPTO patents (1976-2016). Predict the product of the given reaction. Given the reactants [O:1]1[CH2:5][CH2:4][O:3][CH:2]1[C:6]1[N:7]([CH2:12][C:13]2[CH:18]=[CH:17][C:16]([F:19])=[CH:15][CH:14]=2)[C:8](I)=[CH:9][N:10]=1.[CH2:20]([Sn](CCCC)(CCCC)/C=C\C)[CH2:21][CH2:22]C, predict the reaction product. The product is: [O:1]1[CH2:5][CH2:4][O:3][CH:2]1[C:6]1[N:7]([CH2:12][C:13]2[CH:18]=[CH:17][C:16]([F:19])=[CH:15][CH:14]=2)[C:8](/[CH:20]=[CH:21]\[CH3:22])=[CH:9][N:10]=1.